Dataset: Forward reaction prediction with 1.9M reactions from USPTO patents (1976-2016). Task: Predict the product of the given reaction. (1) Given the reactants [BH4-].[Na+].[Cl:3][C:4]1[CH:11]=[CH:10][C:7]([CH:8]=[O:9])=[C:6]([CH3:12])[N:5]=1, predict the reaction product. The product is: [Cl:3][C:4]1[N:5]=[C:6]([CH3:12])[C:7]([CH2:8][OH:9])=[CH:10][CH:11]=1. (2) Given the reactants [CH3:1][C:2]1[N:6](CC2C=CC=CC=2)[C:5]2[CH:14]=[C:15]([N:19]3[CH2:24][CH2:23][O:22][CH2:21][CH2:20]3)[CH:16]=[C:17](N)[C:4]=2[N:3]=1.N([O-])=O.[Na+].[Na+].[Br-:30].[OH-].[Na+], predict the reaction product. The product is: [Br:30][C:17]1[C:4]2[N:3]=[C:2]([CH3:1])[NH:6][C:5]=2[CH:14]=[C:15]([N:19]2[CH2:24][CH2:23][O:22][CH2:21][CH2:20]2)[CH:16]=1.